Dataset: Full USPTO retrosynthesis dataset with 1.9M reactions from patents (1976-2016). Task: Predict the reactants needed to synthesize the given product. Given the product [S:25]([C:22]1[CH:23]=[CH:24][C:19]([CH3:29])=[CH:20][CH:21]=1)([O-:28])(=[O:27])=[O:26].[S:14]1[CH:18]=[CH:17][CH:16]=[C:15]1[I+:1][C:22]1[S:25][CH:19]=[CH:24][CH:23]=1, predict the reactants needed to synthesize it. The reactants are: [I:1]I.C1C=C(Cl)C=C(C(OO)=O)C=1.[S:14]1[CH:18]=[CH:17][CH:16]=[CH:15]1.[C:19]1([CH3:29])[CH:24]=[CH:23][C:22]([S:25]([OH:28])(=[O:27])=[O:26])=[CH:21][CH:20]=1.